Dataset: Catalyst prediction with 721,799 reactions and 888 catalyst types from USPTO. Task: Predict which catalyst facilitates the given reaction. (1) Reactant: [CH3:1][S:2](Cl)(=[O:4])=[O:3].[OH:6][C@@H:7]1[CH2:11][CH2:10][N:9]([C:12]([O:14][C:15]([CH3:18])([CH3:17])[CH3:16])=[O:13])[C@@H:8]1[CH3:19]. Product: [CH3:19][C@@H:8]1[C@H:7]([O:6][S:2]([CH3:1])(=[O:4])=[O:3])[CH2:11][CH2:10][N:9]1[C:12]([O:14][C:15]([CH3:18])([CH3:17])[CH3:16])=[O:13]. The catalyst class is: 2. (2) Reactant: [CH:1]([C:3]1[CH:10]=[CH:9][C:6]([C:7]#[N:8])=[CH:5][CH:4]=1)=[O:2].[C:11]1(C)C=CC(S(O)(=O)=O)=CC=1.[C:22](OCC)(=[O:24])C. Product: [CH3:11][O:2][CH:1]([O:24][CH3:22])[C:3]1[CH:10]=[CH:9][C:6]([C:7]#[N:8])=[CH:5][CH:4]=1. The catalyst class is: 5. (3) Reactant: [H-].[Na+].[NH:3]1[CH:7]=[CH:6][N:5]=[CH:4]1.Br[C:9]1[CH:14]=[C:13]([CH:15]([O:18][CH3:19])[O:16][CH3:17])[CH:12]=[C:11]([Cl:20])[CH:10]=1. Product: [Cl:20][C:11]1[CH:10]=[C:9]([N:3]2[CH:7]=[CH:6][N:5]=[CH:4]2)[CH:14]=[C:13]([CH:15]([O:16][CH3:17])[O:18][CH3:19])[CH:12]=1. The catalyst class is: 9. (4) Reactant: [F:1][C:2]1[C:3]([C:19]2[CH:24]=[CH:23][C:22]([NH:25]C(OC(C)(C)C)=O)=[C:21]([F:33])[CH:20]=2)=[CH:4][CH:5]=[C:6]2[C:10]=1[NH:9][N:8]=[C:7]2[C:11]1[S:12][CH:13]=[CH:14][C:15]=1[C:16]([NH2:18])=[O:17].Cl. Product: [F:1][C:2]1[C:3]([C:19]2[CH:24]=[CH:23][C:22]([NH2:25])=[C:21]([F:33])[CH:20]=2)=[CH:4][CH:5]=[C:6]2[C:10]=1[NH:9][N:8]=[C:7]2[C:11]1[S:12][CH:13]=[CH:14][C:15]=1[C:16]([NH2:18])=[O:17]. The catalyst class is: 71.